The task is: Predict the reaction yield, written as a fraction of the theoretical maximum amount of product (1.0 means a 100% yield; for example, 0.34 means a 34% yield).. This data is from Reaction yield outcomes from USPTO patents with 853,638 reactions. The reactants are [NH:1]1[C:9]2[C:4](=[CH:5][CH:6]=[CH:7][CH:8]=2)[CH2:3][C:2]1=[O:10].[S:11]([Cl:15])(=O)(=[O:13])[OH:12]. The catalyst is O. The product is [Cl:15][S:11]([C:6]1[CH:7]=[CH:8][C:9]2[C:4](=[CH:3][C:2](=[O:10])[N:1]=2)[CH:5]=1)(=[O:13])=[O:12]. The yield is 0.650.